From a dataset of Peptide-MHC class II binding affinity with 134,281 pairs from IEDB. Regression. Given a peptide amino acid sequence and an MHC pseudo amino acid sequence, predict their binding affinity value. This is MHC class II binding data. (1) The peptide sequence is ILNTWLVKPGAGIMI. The MHC is DRB1_0101 with pseudo-sequence DRB1_0101. The binding affinity (normalized) is 0.442. (2) The peptide sequence is AFKNAATAANAAPAN. The MHC is HLA-DPA10201-DPB11401 with pseudo-sequence HLA-DPA10201-DPB11401. The binding affinity (normalized) is 0.577. (3) The peptide sequence is FRDRARVPLTSNNGI. The MHC is DRB3_0101 with pseudo-sequence DRB3_0101. The binding affinity (normalized) is 0.296. (4) The peptide sequence is SPHHKKLAQAVMEMT. The MHC is DRB1_0701 with pseudo-sequence DRB1_0701. The binding affinity (normalized) is 0.478. (5) The peptide sequence is DSNIMNSINNVMDEIDFFEK. The MHC is DRB1_0405 with pseudo-sequence DRB1_0405. The binding affinity (normalized) is 0.770. (6) The peptide sequence is AFKVAATAKNAAPAN. The MHC is DRB1_0701 with pseudo-sequence DRB1_0701. The binding affinity (normalized) is 0.394. (7) The MHC is DRB1_1201 with pseudo-sequence DRB1_1201. The binding affinity (normalized) is 0.0486. The peptide sequence is ADAGYAPATPAAAGA. (8) The peptide sequence is VLVIQSSEDYVENTEKALNV. The MHC is DRB1_1501 with pseudo-sequence DRB1_1501. The binding affinity (normalized) is 0.366.